The task is: Predict the reactants needed to synthesize the given product.. This data is from Full USPTO retrosynthesis dataset with 1.9M reactions from patents (1976-2016). (1) Given the product [CH2:11]([O:18][C:19](=[O:25])[NH:20][C@@H:21]([CH3:24])[CH:22]=[CH2:1])[C:12]1[CH:17]=[CH:16][CH:15]=[CH:14][CH:13]=1, predict the reactants needed to synthesize it. The reactants are: [CH3:1][Si]([N-][Si](C)(C)C)(C)C.[K+].[CH2:11]([O:18][C:19](=[O:25])[NH:20][C@@H:21]([CH3:24])[CH:22]=O)[C:12]1[CH:17]=[CH:16][CH:15]=[CH:14][CH:13]=1. (2) Given the product [CH2:11]([O:13][C:14](=[O:17])[CH2:15][C:10]1[C:9]2[C:4](=[CH:5][CH:6]=[CH:7][CH:8]=2)[NH:3][C:2]=1[CH3:1])[CH3:12], predict the reactants needed to synthesize it. The reactants are: [CH3:1][C:2]1[NH:3][C:4]2[C:9]([CH:10]=1)=[CH:8][CH:7]=[CH:6][CH:5]=2.[CH2:11]([O:13][C:14](=[O:17])[CH2:15]Br)[CH3:12].O. (3) Given the product [NH2:28][C@H:29]([C:37]([NH:1][CH2:2][C:4]([NH:6][C@H:7]([CH:8]=[O:10])[CH3:39])=[O:5])=[O:38])[CH2:30][C:31]1[CH:32]=[CH:33][CH:34]=[CH:35][CH:36]=1, predict the reactants needed to synthesize it. The reactants are: [NH:1](C(OCC1C2C(=CC=CC=2)C2C1=CC=CC=2)=O)[C@H:2]([C:4]([NH:6][CH2:7][C:8]([OH:10])=O)=[O:5])C.[NH2:28][C@H:29]([CH:37]=[O:38])[CH2:30][C:31]1[CH:36]=[CH:35][CH:34]=[CH:33][CH:32]=1.[CH3:39]N(C(ON1N=NC2C=CC=CC1=2)=[N+](C)C)C.F[P-](F)(F)(F)(F)F.C1C=CC2N(O)N=NC=2C=1.C(N(C(C)C)CC)(C)C. (4) Given the product [C:21]([O:20][C:18]([N:15]1[CH2:16][CH2:17][CH:12]([O:11][C:6]2[CH:5]=[CH:4][N:3]=[C:2]([Cl:1])[CH:7]=2)[CH2:13][CH2:14]1)=[O:19])([CH3:24])([CH3:22])[CH3:23], predict the reactants needed to synthesize it. The reactants are: [Cl:1][C:2]1[CH:7]=[C:6]([N+]([O-])=O)[CH:5]=[CH:4][N:3]=1.[OH:11][CH:12]1[CH2:17][CH2:16][N:15]([C:18]([O:20][C:21]([CH3:24])([CH3:23])[CH3:22])=[O:19])[CH2:14][CH2:13]1.[H-].[Na+].O. (5) The reactants are: [CH3:1][CH:2]1[CH2:10][C:9]2[C:4](=[CH:5][C:6]([N+:11]([O-])=O)=[CH:7][CH:8]=2)[N:3]1[C:14](=[O:16])[CH3:15]. Given the product [NH2:11][C:6]1[CH:5]=[C:4]2[C:9]([CH2:10][CH:2]([CH3:1])[N:3]2[C:14](=[O:16])[CH3:15])=[CH:8][CH:7]=1, predict the reactants needed to synthesize it. (6) Given the product [CH:1]1([C:4]2[C:6]([C:7]#[N:8])=[CH:9][NH:15][N:14]=2)[CH2:2][CH2:3]1, predict the reactants needed to synthesize it. The reactants are: [CH:1]1([C:4]([C:6](=[CH:9]OCC)[C:7]#[N:8])=O)[CH2:3][CH2:2]1.O.[NH2:14][NH2:15]. (7) Given the product [NH2:5][C:6]1[S:7][C:8]2[CH:14]=[CH:13][CH:12]=[C:11]([OH:15])[C:9]=2[N:10]=1, predict the reactants needed to synthesize it. The reactants are: [Al+3].[Cl-].[Cl-].[Cl-].[NH2:5][C:6]1[S:7][C:8]2[CH:14]=[CH:13][CH:12]=[C:11]([O:15]C)[C:9]=2[N:10]=1.